This data is from Reaction yield outcomes from USPTO patents with 853,638 reactions. The task is: Predict the reaction yield, written as a fraction of the theoretical maximum amount of product (1.0 means a 100% yield; for example, 0.34 means a 34% yield). (1) The yield is 0.988. The reactants are [CH3:1][O:2][C:3]1[CH:20]=[CH:19][C:6]([CH2:7][N:8]2[N:12]=[N:11][C:10]([CH2:13][C:14]([O:16]CC)=[O:15])=[N:9]2)=[CH:5][CH:4]=1.[OH-].[Li+]. The product is [CH3:1][O:2][C:3]1[CH:20]=[CH:19][C:6]([CH2:7][N:8]2[N:12]=[N:11][C:10]([CH2:13][C:14]([OH:16])=[O:15])=[N:9]2)=[CH:5][CH:4]=1. The catalyst is O1CCCC1.CO.O. (2) The reactants are [Cl:1][C:2]1[C:6]([NH:7][CH2:8][C:9]#[CH:10])=[CH:5][N:4]([C:11]2[CH:12]=[N:13][CH:14]=[CH:15][CH:16]=2)[N:3]=1.Cl.C(N=C=NCCCN(C)C)C.[F:29][C:30]([F:39])([F:38])[CH:31]([S:36][CH3:37])[CH2:32][C:33](O)=[O:34]. The catalyst is CN(C)C1C=CN=CC=1.ClCCCl. The product is [Cl:1][C:2]1[C:6]([N:7]([CH2:8][C:9]#[CH:10])[C:33](=[O:34])[CH2:32][CH:31]([S:36][CH3:37])[C:30]([F:39])([F:38])[F:29])=[CH:5][N:4]([C:11]2[CH:12]=[N:13][CH:14]=[CH:15][CH:16]=2)[N:3]=1. The yield is 0.980. (3) The reactants are [C:1]([O:5][C:6]([N:8]1[CH2:12][CH2:11][C:10]([C:14]2[CH:19]=[CH:18][C:17]([F:20])=[C:16]([F:21])[CH:15]=2)([OH:13])[CH2:9]1)=[O:7])([CH3:4])([CH3:3])[CH3:2].[H-].[Na+].I[CH3:25]. The catalyst is O1CCCC1. The product is [F:21][C:16]1[CH:15]=[C:14]([C:10]2([O:13][CH3:25])[CH2:11][CH2:12][N:8]([C:6]([O:5][C:1]([CH3:4])([CH3:2])[CH3:3])=[O:7])[CH2:9]2)[CH:19]=[CH:18][C:17]=1[F:20]. The yield is 0.770.